From a dataset of Full USPTO retrosynthesis dataset with 1.9M reactions from patents (1976-2016). Predict the reactants needed to synthesize the given product. Given the product [CH:5]1([C:8]2[CH:16]=[CH:15][C:11]([C:12]([OH:14])=[O:13])=[CH:10][C:9]=2[CH:17]([OH:18])[CH2:1][CH3:2])[CH2:6][CH2:7]1, predict the reactants needed to synthesize it. The reactants are: [CH2:1]([Mg]Br)[CH3:2].[CH:5]1([C:8]2[CH:16]=[CH:15][C:11]([C:12]([OH:14])=[O:13])=[CH:10][C:9]=2[CH:17]=[O:18])[CH2:7][CH2:6]1.